This data is from Reaction yield outcomes from USPTO patents with 853,638 reactions. The task is: Predict the reaction yield, written as a fraction of the theoretical maximum amount of product (1.0 means a 100% yield; for example, 0.34 means a 34% yield). (1) The reactants are [NH:1]1[C:9]2[C:4](=[CH:5][CH:6]=[CH:7][CH:8]=2)[CH:3]=[C:2]1[C:10]([OH:12])=[O:11].C(=O)([O-])[O-].[Pb+2].[I-].[C:19]1([S+:25]([C:32]2[CH:37]=[CH:36][CH:35]=[CH:34][CH:33]=2)[C:26]2[CH:31]=[CH:30][CH:29]=[CH:28][CH:27]=2)[CH:24]=[CH:23][CH:22]=[CH:21][CH:20]=1. The catalyst is CO. The product is [NH:1]1[C:9]2[C:4](=[CH:5][CH:6]=[CH:7][CH:8]=2)[CH:3]=[C:2]1[C:10]([O-:12])=[O:11].[C:32]1([S+:25]([C:19]2[CH:20]=[CH:21][CH:22]=[CH:23][CH:24]=2)[C:26]2[CH:31]=[CH:30][CH:29]=[CH:28][CH:27]=2)[CH:33]=[CH:34][CH:35]=[CH:36][CH:37]=1. The yield is 0.750. (2) The reactants are C1(S([N:10]2[CH2:15][CH2:14][N:13]([C:16]3[CH:17]=[CH:18][C:19]4[O:23][C:22]([C:24]([O:26][CH3:27])=[O:25])=[CH:21][C:20]=4[CH:28]=3)[CH2:12][CH2:11]2)(=O)=O)C=CC=CC=1.S(=O)(=O)(O)O.[OH-].[NH4+]. No catalyst specified. The product is [N:13]1([C:16]2[CH:17]=[CH:18][C:19]3[O:23][C:22]([C:24]([O:26][CH3:27])=[O:25])=[CH:21][C:20]=3[CH:28]=2)[CH2:12][CH2:11][NH:10][CH2:15][CH2:14]1. The yield is 0.960. (3) The reactants are [CH3:1][O:2][C:3](=[O:14])[C:4]([C:7]1[CH:12]=[CH:11][C:10](Br)=[CH:9][CH:8]=1)([CH3:6])[CH3:5].[C:15]1([C@H:21]([O:23][C:24](=[O:47])[NH:25][C:26]2[N:27]([C:32]3[CH:37]=[CH:36][C:35](B4OC(C)(C)C(C)(C)O4)=[CH:34][CH:33]=3)[N:28]=[N:29][C:30]=2[CH3:31])[CH3:22])[CH:20]=[CH:19][CH:18]=[CH:17][CH:16]=1.COC1C=CC=C(OC)C=1C1C=CC=CC=1P(C1CCCCC1)C1CCCCC1.P([O-])([O-])([O-])=O.[K+].[K+].[K+]. The catalyst is CC([O-])=O.CC([O-])=O.[Pd+2].O.C1(C)C=CC=CC=1. The product is [CH3:1][O:2][C:3](=[O:14])[C:4]([CH3:6])([C:7]1[CH:12]=[CH:11][C:10]([C:35]2[CH:34]=[CH:33][C:32]([N:27]3[C:26]([NH:25][C:24]([O:23][C@@H:21]([C:15]4[CH:20]=[CH:19][CH:18]=[CH:17][CH:16]=4)[CH3:22])=[O:47])=[C:30]([CH3:31])[N:29]=[N:28]3)=[CH:37][CH:36]=2)=[CH:9][CH:8]=1)[CH3:5]. The yield is 0.450. (4) The reactants are [I:1][C:2]1[CH:3]=[N:4][NH:5][CH:6]=1.C1(=O)O[CH2:10][CH2:9][O:8]1. The catalyst is CN(C=O)C. The product is [I:1][C:2]1[CH:3]=[N:4][N:5]([CH2:10][CH2:9][OH:8])[CH:6]=1. The yield is 0.530. (5) The reactants are [F:1][C:2]1[CH:3]=[C:4]([C:9](=[O:30])[C:10](=[C:21]2[NH:25][C:24]3[CH:26]=[CH:27][CH:28]=[CH:29][C:23]=3[NH:22]2)[C:11]([C:13]2[CH:18]=[CH:17][CH:16]=[C:15]([CH2:19][OH:20])[CH:14]=2)=[O:12])[CH:5]=[C:6]([F:8])[CH:7]=1. The catalyst is [O-2].[O-2].[Mn+4].ClCCl. The product is [F:1][C:2]1[CH:3]=[C:4]([C:9](=[O:30])[C:10](=[C:21]2[NH:22][C:23]3[CH:29]=[CH:28][CH:27]=[CH:26][C:24]=3[NH:25]2)[C:11]([C:13]2[CH:14]=[C:15]([CH:16]=[CH:17][CH:18]=2)[CH:19]=[O:20])=[O:12])[CH:5]=[C:6]([F:8])[CH:7]=1. The yield is 0.520.